This data is from Catalyst prediction with 721,799 reactions and 888 catalyst types from USPTO. The task is: Predict which catalyst facilitates the given reaction. Reactant: [F:1][C:2]1[C:7]2[CH2:8][CH2:9][C:10]3[CH:15]=[CH:14][N:13]=[CH:12][C:11]=3[CH:16]([N:17]=[C:18]=[S:19])[C:6]=2[CH:5]=[CH:4][CH:3]=1.[Cl:20][C:21]1[CH:22]=[C:23]([C:29]([OH:31])=[O:30])[CH:24]=[N:25][C:26]=1[NH:27][NH2:28]. Product: [Cl:20][C:21]1[CH:22]=[C:23]([C:29]([OH:31])=[O:30])[CH:24]=[N:25][C:26]=1[NH:27][NH:28][C:18]([NH:17][CH:16]1[C:11]2[CH:12]=[N:13][CH:14]=[CH:15][C:10]=2[CH2:9][CH2:8][C:7]2[C:2]([F:1])=[CH:3][CH:4]=[CH:5][C:6]1=2)=[S:19]. The catalyst class is: 44.